This data is from Full USPTO retrosynthesis dataset with 1.9M reactions from patents (1976-2016). The task is: Predict the reactants needed to synthesize the given product. (1) Given the product [F:1][C:2]1[CH:3]=[C:4]([CH:8]=[C:9]([F:26])[C:10]=1[CH2:11][NH:12][C:13]1[CH:18]=[CH:17][N:16]=[C:15]([NH:19][C:20]2[CH:21]=[N:22][N:23]([CH3:25])[CH:24]=2)[N:14]=1)[C:5]([N:28]([CH3:29])[CH3:27])=[O:6], predict the reactants needed to synthesize it. The reactants are: [F:1][C:2]1[CH:3]=[C:4]([CH:8]=[C:9]([F:26])[C:10]=1[CH2:11][NH:12][C:13]1[CH:18]=[CH:17][N:16]=[C:15]([NH:19][C:20]2[CH:21]=[N:22][N:23]([CH3:25])[CH:24]=2)[N:14]=1)[C:5](O)=[O:6].[CH3:27][N:28](C(ON1N=NC2C=CC=NC1=2)=[N+](C)C)[CH3:29].F[P-](F)(F)(F)(F)F.CCN(C(C)C)C(C)C.CNC. (2) Given the product [OH:22][C:17]1[CH:18]=[CH:19][CH:20]=[CH:21][C:16]=1/[C:13](/[CH2:14][CH3:15])=[C:12](\[C:24]1[CH:25]=[CH:26][C:27](/[CH:30]=[CH:31]/[C:32]([OH:34])=[O:33])=[CH:28][CH:29]=1)/[C:8]1[CH:7]=[C:6]2[C:11](=[CH:10][CH:9]=1)[NH:3][N:4]=[CH:5]2, predict the reactants needed to synthesize it. The reactants are: N#N.[NH:3]1[C:11]2[C:6](=[CH:7][C:8](/[C:12](/[C:24]3[CH:29]=[CH:28][C:27](/[CH:30]=[CH:31]/[C:32]([O:34]CC)=[O:33])=[CH:26][CH:25]=3)=[C:13](/[C:16]3[CH:21]=[CH:20][CH:19]=[CH:18][C:17]=3[O:22]C)\[CH2:14][CH3:15])=[CH:9][CH:10]=2)[CH:5]=[N:4]1.B(Br)(Br)Br.[Li+].[OH-].Cl. (3) Given the product [F:25][C:22]1[CH:21]=[N:20][C:19]([C:8]2[C:9]([C:15]#[N:16])=[N:10][C:11]([CH3:14])=[CH:12][CH:13]=2)=[N:24][CH:23]=1, predict the reactants needed to synthesize it. The reactants are: CC1(C)COB([C:8]2[C:9]([C:15]#[N:16])=[N:10][C:11]([CH3:14])=[CH:12][CH:13]=2)OC1.Br[C:19]1[N:24]=[CH:23][C:22]([F:25])=[CH:21][N:20]=1.[F-].[Cs+]. (4) Given the product [Cl:1][C:2]1[CH:22]=[C:21]([S:41][C:37]([CH3:40])([CH3:39])[CH3:38])[CH:20]=[CH:19][C:3]=1[CH2:4][C:5]1[C:13]2[C:8](=[CH:9][CH:10]=[C:11]([C:14]([O:16][CH3:17])=[O:15])[CH:12]=2)[NH:7][C:6]=1[CH3:18], predict the reactants needed to synthesize it. The reactants are: [Cl:1][C:2]1[CH:22]=[C:21](I)[CH:20]=[CH:19][C:3]=1[CH2:4][C:5]1[C:13]2[C:8](=[CH:9][CH:10]=[C:11]([C:14]([O:16][CH3:17])=[O:15])[CH:12]=2)[NH:7][C:6]=1[CH3:18].C(N(CCCC)CCCC)CCC.[C:37]([SH:41])([CH3:40])([CH3:39])[CH3:38]. (5) The reactants are: [C:1]([C:5]1[NH:6][C:7]2[CH:8]=[CH:9][C:10]([N+:16]([O-])=O)=[C:11]([C:14]#[N:15])[C:12]=2[CH:13]=1)([CH3:4])([CH3:3])[CH3:2]. Given the product [NH2:16][C:10]1[CH:9]=[CH:8][C:7]2[NH:6][C:5]([C:1]([CH3:2])([CH3:4])[CH3:3])=[CH:13][C:12]=2[C:11]=1[C:14]#[N:15], predict the reactants needed to synthesize it. (6) Given the product [CH3:15][N:14]([CH3:16])[C:12]1[C:11]([C:17]([F:18])([F:19])[F:20])=[CH:10][C:9]2[NH:21][C:28](=[O:51])[CH2:29][C:30]([C:31]3[CH:36]=[CH:35][CH:34]=[C:33]([C:37]4[O:38][C:39]([CH2:42][OH:43])=[N:40][N:41]=4)[CH:32]=3)=[N:7][C:8]=2[CH:13]=1, predict the reactants needed to synthesize it. The reactants are: C(OC(=O)[NH:7][C:8]1[CH:13]=[C:12]([N:14]([CH3:16])[CH3:15])[C:11]([C:17]([F:20])([F:19])[F:18])=[CH:10][C:9]=1[NH2:21])(C)(C)C.C(O[C:28](=[O:51])[CH2:29][C:30](=O)[C:31]1[CH:36]=[CH:35][CH:34]=[C:33]([C:37]2[O:38][C:39]([CH2:42][O:43]C3CCCCO3)=[N:40][N:41]=2)[CH:32]=1)(C)(C)C.C(O)(C(F)(F)F)=O. (7) Given the product [CH3:23][N:9]1[CH:2]2[CH2:8][CH2:7][CH:6]1[CH2:5][N:4]([C:10]1[CH:20]=[CH:19][C:13]([C:14]([O:16][CH2:17][CH3:18])=[O:15])=[CH:12][CH:11]=1)[CH2:3]2, predict the reactants needed to synthesize it. The reactants are: Cl.[CH:2]12[NH:9][CH:6]([CH2:7][CH2:8]1)[CH2:5][N:4]([C:10]1[CH:20]=[CH:19][C:13]([C:14]([O:16][CH2:17][CH3:18])=[O:15])=[CH:12][CH:11]=1)[CH2:3]2.C=O.[C:23](O[BH-](OC(=O)C)OC(=O)C)(=O)C.[Na+]. (8) Given the product [C:1]([C:3]1[CH:8]=[CH:7][C:6]([C:9]2[N:13]3[CH:14]=[C:15]([C:18]4[CH:26]=[CH:25][C:21]([C:22]([N:60]5[CH2:61][CH2:62][CH:63]([NH:66][C:67](=[O:73])[O:68][C:69]([CH3:71])([CH3:70])[CH3:72])[CH2:64][CH2:65]5)=[O:23])=[C:20]([Cl:27])[CH:19]=4)[N:16]=[CH:17][C:12]3=[N:11][CH:10]=2)=[CH:5][CH:4]=1)#[N:2], predict the reactants needed to synthesize it. The reactants are: [C:1]([C:3]1[CH:8]=[CH:7][C:6]([C:9]2[N:13]3[CH:14]=[C:15]([C:18]4[CH:26]=[CH:25][C:21]([C:22](O)=[O:23])=[C:20]([Cl:27])[CH:19]=4)[N:16]=[CH:17][C:12]3=[N:11][CH:10]=2)=[CH:5][CH:4]=1)#[N:2].CN(C(ON1N=NC2C=CC=NC1=2)=[N+](C)C)C.F[P-](F)(F)(F)(F)F.CN1CCOCC1.Cl.[NH:60]1[CH2:65][CH2:64][CH:63]([NH:66][C:67](=[O:73])[O:68][C:69]([CH3:72])([CH3:71])[CH3:70])[CH2:62][CH2:61]1. (9) Given the product [Cl:21][CH:7]([CH:1]1[CH2:6][CH2:5][CH2:4][CH2:3][CH2:2]1)[C:9]1[O:10][C:11]2[CH:18]=[CH:17][CH:16]=[CH:15][C:12]=2[C:13]=1[CH3:14], predict the reactants needed to synthesize it. The reactants are: [CH:1]1([CH:7]([C:9]2[O:10][C:11]3[CH:18]=[CH:17][CH:16]=[CH:15][C:12]=3[C:13]=2[CH3:14])O)[CH2:6][CH2:5][CH2:4][CH2:3][CH2:2]1.S(Cl)([Cl:21])=O.C(=O)([O-])O.[Na+].